Dataset: Full USPTO retrosynthesis dataset with 1.9M reactions from patents (1976-2016). Task: Predict the reactants needed to synthesize the given product. Given the product [Br:1][C:2]1[N:6]([C@@H:7]2[O:24][CH2:23][C@@H:18]([OH:19])[C@@H:13]([OH:14])[C@H:8]2[OH:9])[C:5]2[CH:25]=[C:26]([CH3:30])[C:27]([Cl:29])=[CH:28][C:4]=2[N:3]=1, predict the reactants needed to synthesize it. The reactants are: [Br:1][C:2]1[N:6]([C@@H:7]2[O:24][CH2:23][C@@H:18]([O:19]C(=O)C)[C@@H:13]([O:14]C(=O)C)[C@H:8]2[O:9]C(=O)C)[C:5]2[CH:25]=[C:26]([CH3:30])[C:27]([Cl:29])=[CH:28][C:4]=2[N:3]=1.[Li+].[OH-].BrC1N([C@@H]2OC[C@@H](O)[C@@H](O)[C@H]2O)C2C=C(Cl)C(Cl)=CC=2N=1.